From a dataset of Catalyst prediction with 721,799 reactions and 888 catalyst types from USPTO. Predict which catalyst facilitates the given reaction. (1) Reactant: [Br:1][C:2]1[CH:3]=[C:4]([C:11]([O:13][CH3:14])=[O:12])[C:5]2[CH:6]=[N:7][NH:8][C:9]=2[CH:10]=1.C(=O)([O-])[O-].[Cs+].[Cs+].I[CH:22]([CH3:24])[CH3:23]. Product: [Br:1][C:2]1[CH:3]=[C:4]([C:11]([O:13][CH3:14])=[O:12])[C:5]2[CH:6]=[N:7][N:8]([CH:22]([CH3:24])[CH3:23])[C:9]=2[CH:10]=1. The catalyst class is: 10. (2) Reactant: [F:1][C:2]1[CH:11]=[CH:10][CH:9]=[C:8]2[C:3]=1[C:4]([NH:12][C:13]1[CH:14]=[C:15]3[C:19](=[CH:20][CH:21]=1)[NH:18][N:17]=[CH:16]3)=[N:5][CH:6]=[N:7]2.Cl.[N:23]1[CH:28]=[CH:27][CH:26]=[CH:25][C:24]=1[CH2:29]Cl.[H-].[Na+]. Product: [F:1][C:2]1[CH:11]=[CH:10][CH:9]=[C:8]2[C:3]=1[C:4]([NH:12][C:13]1[CH:14]=[C:15]3[C:19](=[CH:20][CH:21]=1)[N:18]([CH2:29][C:24]1[CH:25]=[CH:26][CH:27]=[CH:28][N:23]=1)[N:17]=[CH:16]3)=[N:5][CH:6]=[N:7]2. The catalyst class is: 3. (3) Reactant: [NH:1]1[C:9]2[C:4](=[CH:5][CH:6]=[CH:7][CH:8]=2)[C:3](/[CH:10]=[CH:11]/[C:12]2[CH:17]=[CH:16][CH:15]=[CH:14][C:13]=2[NH:18][C:19](=[O:30])[C:20]2[CH:25]=[CH:24][C:23]([N+:26]([O-])=O)=[C:22]([CH3:29])[CH:21]=2)=[N:2]1.Cl.[Sn](Cl)Cl.[OH-].[Na+]. Product: [NH2:26][C:23]1[CH:24]=[CH:25][C:20]([C:19]([NH:18][C:13]2[CH:14]=[CH:15][CH:16]=[CH:17][C:12]=2/[CH:11]=[CH:10]/[C:3]2[C:4]3[C:9](=[CH:8][CH:7]=[CH:6][CH:5]=3)[NH:1][N:2]=2)=[O:30])=[CH:21][C:22]=1[CH3:29]. The catalyst class is: 15. (4) Product: [NH2:16][C:15]1[C:10]2[N:11]([C:7]([C@@H:5]3[CH2:4][C@H:3]([CH2:2][NH:1][C:43](=[O:44])[CH3:42])[CH2:6]3)=[N:8][C:9]=2[C:17]2[CH:26]=[C:25]3[C:20]([CH:21]=[CH:22][C:23]([C:27]4[CH:32]=[CH:31][CH:30]=[CH:29][CH:28]=4)=[N:24]3)=[CH:19][CH:18]=2)[CH:12]=[CH:13][N:14]=1. The catalyst class is: 2. Reactant: [NH2:1][CH2:2][CH:3]1[CH2:6][CH:5]([C:7]2[N:11]3[CH:12]=[CH:13][N:14]=[C:15]([NH2:16])[C:10]3=[C:9]([C:17]3[CH:26]=[C:25]4[C:20]([CH:21]=[CH:22][C:23]([C:27]5[CH:32]=[CH:31][CH:30]=[CH:29][CH:28]=5)=[N:24]4)=[CH:19][CH:18]=3)[N:8]=2)[CH2:4]1.CCN(C(C)C)C(C)C.[CH3:42][C:43](OC(C)=O)=[O:44]. (5) Reactant: Cl[CH2:2][CH2:3][CH2:4][O:5][C:6]1[CH:15]=[C:14]2[C:9]([CH:10]=[CH:11][C:12](=[O:17])[N:13]2[CH3:16])=[CH:8][CH:7]=1.[I-:18].[Na+].C(#N)C.O. Product: [I:18][CH2:2][CH2:3][CH2:4][O:5][C:6]1[CH:15]=[C:14]2[C:9]([CH:10]=[CH:11][C:12](=[O:17])[N:13]2[CH3:16])=[CH:8][CH:7]=1. The catalyst class is: 4. (6) Reactant: [NH2:1][C:2]1[C:3]([CH:23]2[CH2:28][CH2:27][N:26](C(OC(C)(C)C)=O)[CH2:25][CH2:24]2)=[CH:4][N:5]([C:10]2[CH:15]=[CH:14][C:13]([O:16][C:17]3[CH:22]=[CH:21][CH:20]=[CH:19][CH:18]=3)=[CH:12][CH:11]=2)[C:6]=1[C:7](=[O:9])[NH2:8].C(C(O)=O)(F)(F)F. Product: [NH2:1][C:2]1[C:3]([CH:23]2[CH2:28][CH2:27][NH:26][CH2:25][CH2:24]2)=[CH:4][N:5]([C:10]2[CH:11]=[CH:12][C:13]([O:16][C:17]3[CH:18]=[CH:19][CH:20]=[CH:21][CH:22]=3)=[CH:14][CH:15]=2)[C:6]=1[C:7]([NH2:8])=[O:9]. The catalyst class is: 2.